This data is from Catalyst prediction with 721,799 reactions and 888 catalyst types from USPTO. The task is: Predict which catalyst facilitates the given reaction. Product: [O:1]=[C:2]1[C@H:8]([CH2:9][C:10]([OH:12])=[O:11])[CH2:7][C:6]2[CH:14]=[CH:15][C:16]([O:18][CH2:19][CH2:20][CH2:21][NH:22][C:23]3[NH:28][CH2:27][CH2:26][CH2:25][N:24]=3)=[CH:17][C:5]=2[CH2:4][N:3]1[CH2:29][C:30]1[CH:35]=[CH:34][C:33]([C:36]([F:39])([F:38])[F:37])=[CH:32][CH:31]=1. The catalyst class is: 14. Reactant: [O:1]=[C:2]1[C@H:8]([CH2:9][C:10]([O:12]C)=[O:11])[CH2:7][C:6]2[CH:14]=[CH:15][C:16]([O:18][CH2:19][CH2:20][CH2:21][NH:22][C:23]3[NH:28][CH2:27][CH2:26][CH2:25][N:24]=3)=[CH:17][C:5]=2[CH2:4][N:3]1[CH2:29][C:30]1[CH:35]=[CH:34][C:33]([C:36]([F:39])([F:38])[F:37])=[CH:32][CH:31]=1.[OH-].[Na+].Cl.CC#N.O.